Dataset: Full USPTO retrosynthesis dataset with 1.9M reactions from patents (1976-2016). Task: Predict the reactants needed to synthesize the given product. (1) Given the product [NH:1]1[C:9]2[C:4](=[CH:5][C:6]([C:10]([O:12][CH3:15])=[O:11])=[CH:7][CH:8]=2)[CH:3]=[N:2]1, predict the reactants needed to synthesize it. The reactants are: [NH:1]1[C:9]2[C:4](=[CH:5][C:6]([C:10]([OH:12])=[O:11])=[CH:7][CH:8]=2)[CH:3]=[N:2]1.[N+](=[CH2:15])=[N-]. (2) Given the product [N:1]1([C:6]2[CH:7]=[C:8]3[C:13](=[CH:14][C:15]=2[C:16]([F:18])([F:19])[F:17])[NH:12][C:11](=[O:20])[N:10]([N:21]([C:27](=[O:32])[CH2:28][CH2:29][CH2:30][CH3:31])[S:22]([CH3:25])(=[O:23])=[O:24])[C:9]3=[O:26])[CH:5]=[CH:4][N:3]=[CH:2]1, predict the reactants needed to synthesize it. The reactants are: [N:1]1([C:6]2[CH:7]=[C:8]3[C:13](=[CH:14][C:15]=2[C:16]([F:19])([F:18])[F:17])[NH:12][C:11](=[O:20])[N:10]([NH:21][S:22]([CH3:25])(=[O:24])=[O:23])[C:9]3=[O:26])[CH:5]=[CH:4][N:3]=[CH:2]1.[C:27](Cl)(=[O:32])[CH2:28][CH2:29][CH2:30][CH3:31]. (3) Given the product [C:1]([C:5]1[CH:14]=[CH:13][C:8]([C:9]([OH:11])=[O:10])=[CH:7][C:6]=1[C:15]#[N:16])([CH3:4])([CH3:2])[CH3:3], predict the reactants needed to synthesize it. The reactants are: [C:1]([C:5]1[CH:14]=[CH:13][C:8]([C:9]([O:11]C)=[O:10])=[CH:7][C:6]=1[C:15]#[N:16])([CH3:4])([CH3:3])[CH3:2].[Li+].[OH-]. (4) Given the product [Br:1][C:2]1[CH:3]=[C:4]([CH2:9][S:12]([CH3:11])(=[O:14])=[O:13])[C:5]([Cl:8])=[N:6][CH:7]=1, predict the reactants needed to synthesize it. The reactants are: [Br:1][C:2]1[CH:3]=[C:4]([CH2:9]Cl)[C:5]([Cl:8])=[N:6][CH:7]=1.[CH3:11][S:12]([O-:14])=[O:13].[Na+]. (5) Given the product [CH3:22][O:21][C:16]1[CH:17]=[CH:18][CH:19]=[CH:20][C:15]=1[C:11]1[C:9]2[O:10][C@:5]([CH2:4][NH2:1])([CH3:23])[CH2:6][O:7][C:8]=2[CH:14]=[CH:13][CH:12]=1, predict the reactants needed to synthesize it. The reactants are: [N:1]([CH2:4][C@:5]1([CH3:23])[O:10][C:9]2[C:11]([C:15]3[CH:20]=[CH:19][CH:18]=[CH:17][C:16]=3[O:21][CH3:22])=[CH:12][CH:13]=[CH:14][C:8]=2[O:7][CH2:6]1)=[N+]=[N-].C1(P(C2C=CC=CC=2)C2C=CC=CC=2)C=CC=CC=1.